The task is: Regression/Classification. Given a drug SMILES string, predict its absorption, distribution, metabolism, or excretion properties. Task type varies by dataset: regression for continuous measurements (e.g., permeability, clearance, half-life) or binary classification for categorical outcomes (e.g., BBB penetration, CYP inhibition). Dataset: cyp2c19_veith.. This data is from CYP2C19 inhibition data for predicting drug metabolism from PubChem BioAssay. (1) The drug is O=C(O)c1cc([N+](=O)[O-])ccc1NCCCc1ccccc1. The result is 0 (non-inhibitor). (2) The molecule is Cc1noc(C)c1C(=O)N1CCC2(CC1)CN(c1cccc(-c3ccccc3)c1)C2. The result is 0 (non-inhibitor). (3) The molecule is O=S(=O)(c1cccc(C(F)(F)F)c1)N1CCC(c2cc(-c3cccc4ccccc34)n[nH]2)CC1. The result is 1 (inhibitor). (4) The drug is C/C(=N\OC(=O)c1ccc(F)cc1)c1nccs1. The result is 1 (inhibitor). (5) The compound is O=c1c(-c2nnc(SCc3ccc(Cl)cc3Cl)o2)cccn1Cc1ccccc1. The result is 1 (inhibitor). (6) The compound is O=C(c1csnn1)N1CCC[C@@]2(CCN(c3ccccc3)C2)C1. The result is 1 (inhibitor).